The task is: Predict the product of the given reaction.. This data is from Forward reaction prediction with 1.9M reactions from USPTO patents (1976-2016). Given the reactants [C:1]1([CH2:11][C:12]([OH:14])=O)[C:10]2[C:5](=[CH:6][CH:7]=[CH:8][CH:9]=2)[CH:4]=[CH:3][CH:2]=1.[CH3:15][O:16][C:17]1[CH:18]=[C:19]([CH:23]=[CH:24][C:25]=1[O:26][CH3:27])[CH2:20][CH2:21][NH2:22].CCOCC, predict the reaction product. The product is: [CH3:15][O:16][C:17]1[CH:18]=[C:19]([CH2:20][CH2:21][NH:22][C:12](=[O:14])[CH2:11][C:1]2[C:10]3[C:5](=[CH:6][CH:7]=[CH:8][CH:9]=3)[CH:4]=[CH:3][CH:2]=2)[CH:23]=[CH:24][C:25]=1[O:26][CH3:27].